From a dataset of Peptide-MHC class I binding affinity with 185,985 pairs from IEDB/IMGT. Regression. Given a peptide amino acid sequence and an MHC pseudo amino acid sequence, predict their binding affinity value. This is MHC class I binding data. (1) The peptide sequence is GQYKGAGSVF. The MHC is HLA-A01:01 with pseudo-sequence HLA-A01:01. The binding affinity (normalized) is 0. (2) The peptide sequence is RQGLELTL. The MHC is Mamu-B08 with pseudo-sequence Mamu-B08. The binding affinity (normalized) is 0.479.